From a dataset of Forward reaction prediction with 1.9M reactions from USPTO patents (1976-2016). Predict the product of the given reaction. (1) Given the reactants [C:1]([C:3]1[C:13]2[O:12][CH2:11][CH2:10][N:9]([C:14]([O:16][C:17]([CH3:20])([CH3:19])[CH3:18])=[O:15])[CH:8]([CH2:21][CH2:22][C:23]([O:25][CH3:26])=[O:24])[C:7]=2[CH:6]=[CH:5][CH:4]=1)#[N:2].Cl.[NH2:28][OH:29].C(=O)(O)[O-].[Na+], predict the reaction product. The product is: [OH:29][NH:28][C:1](=[NH:2])[C:3]1[C:13]2[O:12][CH2:11][CH2:10][N:9]([C:14]([O:16][C:17]([CH3:20])([CH3:19])[CH3:18])=[O:15])[CH:8]([CH2:21][CH2:22][C:23]([O:25][CH3:26])=[O:24])[C:7]=2[CH:6]=[CH:5][CH:4]=1. (2) Given the reactants ClC(OC(Cl)C)=O.[CH2:8]([N:15](C)[CH2:16][CH2:17][C@@H:18]([O:22][C:23]1[CH:28]=[CH:27][CH:26]=[CH:25][C:24]=1[C:29]([F:32])([F:31])[F:30])[CH2:19][CH2:20][CH3:21])C1C=CC=CC=1.N, predict the reaction product. The product is: [CH3:8][NH:15][CH2:16][CH2:17][C@@H:18]([O:22][C:23]1[CH:28]=[CH:27][CH:26]=[CH:25][C:24]=1[C:29]([F:30])([F:31])[F:32])[CH2:19][CH2:20][CH3:21].